This data is from Full USPTO retrosynthesis dataset with 1.9M reactions from patents (1976-2016). The task is: Predict the reactants needed to synthesize the given product. (1) Given the product [CH3:31][O:32]/[N:33]=[C:2]1/[C@H:3]([NH:8][C:9]([C:11]2[N:12]=[N:13][C:14]([O:24][CH2:25][C:26]([F:28])([F:29])[F:27])=[C:15]([C:17]3[CH:22]=[CH:21][C:20]([Cl:23])=[CH:19][CH:18]=3)[CH:16]=2)=[O:10])[CH2:4][CH2:5][CH2:6][CH2:7]/1, predict the reactants needed to synthesize it. The reactants are: O=[C:2]1[CH2:7][CH2:6][CH2:5][CH2:4][C@H:3]1[NH:8][C:9]([C:11]1[N:12]=[N:13][C:14]([O:24][CH2:25][C:26]([F:29])([F:28])[F:27])=[C:15]([C:17]2[CH:22]=[CH:21][C:20]([Cl:23])=[CH:19][CH:18]=2)[CH:16]=1)=[O:10].Cl.[CH3:31][O:32][NH2:33]. (2) Given the product [ClH:30].[NH2:8][CH2:9][C:10]1[O:14][C:13]([CH3:15])=[N:12][C:11]=1[C:16]1[O:20][N:19]=[C:18]([CH3:21])[N:17]=1, predict the reactants needed to synthesize it. The reactants are: C(OC([NH:8][CH2:9][C:10]1[O:14][C:13]([CH3:15])=[N:12][C:11]=1[C:16]1[O:20][N:19]=[C:18]([CH3:21])[N:17]=1)=O)(C)(C)C.FC(F)(F)C(O)=O.C(Cl)(Cl)[Cl:30]. (3) Given the product [CH3:1][O:2][C:3]1[C:4]([O:23][CH3:24])=[CH:5][C:6]2[CH2:7][CH:8]3[CH2:22][N:21]([CH2:32][C:33]([O:35][CH3:36])=[O:34])[CH2:20][CH2:19][N:9]3[CH:10]([C:13]3[CH:18]=[CH:17][CH:16]=[CH:15][CH:14]=3)[C:11]=2[CH:12]=1, predict the reactants needed to synthesize it. The reactants are: [CH3:1][O:2][C:3]1[C:4]([O:23][CH3:24])=[CH:5][C:6]2[CH2:7][CH:8]3[CH2:22][NH:21][CH2:20][CH2:19][N:9]3[CH:10]([C:13]3[CH:18]=[CH:17][CH:16]=[CH:15][CH:14]=3)[C:11]=2[CH:12]=1.C(=O)([O-])[O-].[K+].[K+].Br[CH2:32][C:33]([O:35][CH3:36])=[O:34]. (4) Given the product [F:26][C:10]1[CH:11]=[C:12]2[C:17](=[CH:18][C:9]=1[C:7]1[CH:6]=[C:5]([N:27]3[CH2:32][CH2:31][N:30]([CH3:33])[CH2:29][CH2:28]3)[N:4]=[C:3]([NH2:2])[N:8]=1)[CH2:16][NH:15][CH2:14][CH2:13]2.[ClH:1], predict the reactants needed to synthesize it. The reactants are: [ClH:1].[NH2:2][C:3]1[N:8]=[C:7]([C:9]2[CH:18]=[C:17]3[C:12]([CH2:13][CH2:14][N:15](C(OC(C)(C)C)=O)[CH2:16]3)=[CH:11][C:10]=2[F:26])[CH:6]=[C:5]([N:27]2[CH2:32][CH2:31][N:30]([CH3:33])[CH2:29][CH2:28]2)[N:4]=1. (5) The reactants are: [Br:1][C:2]1[CH:7]=[CH:6][C:5]([CH2:8][C:9](O)=[O:10])=[C:4]([F:12])[CH:3]=1.S(Cl)([Cl:15])=O.CN(C=O)C. Given the product [Br:1][C:2]1[CH:7]=[CH:6][C:5]([CH2:8][C:9]([Cl:15])=[O:10])=[C:4]([F:12])[CH:3]=1, predict the reactants needed to synthesize it.